From a dataset of Forward reaction prediction with 1.9M reactions from USPTO patents (1976-2016). Predict the product of the given reaction. (1) Given the reactants [CH2:1]([O:3][C:4]([C:6]1([CH2:18][O:19][C:20]2[CH:29]=[C:28]3[C:23]([CH2:24][CH2:25][NH:26][CH2:27]3)=[CH:22][CH:21]=2)[CH2:11][CH2:10][N:9]([C:12]2[CH:17]=[CH:16][N:15]=[CH:14][CH:13]=2)[CH2:8][CH2:7]1)=[O:5])[CH3:2].C(N(C(C)C)CC)(C)C.[ClH:39].[N:40]1([C:45](N)=[NH:46])C=CC=N1, predict the reaction product. The product is: [ClH:39].[ClH:39].[CH2:1]([O:3][C:4]([C:6]1([CH2:18][O:19][C:20]2[CH:29]=[C:28]3[C:23]([CH2:24][CH2:25][N:26]([C:45](=[NH:40])[NH2:46])[CH2:27]3)=[CH:22][CH:21]=2)[CH2:11][CH2:10][N:9]([C:12]2[CH:17]=[CH:16][N:15]=[CH:14][CH:13]=2)[CH2:8][CH2:7]1)=[O:5])[CH3:2]. (2) Given the reactants Br[C:2]1[CH:3]=[C:4]2[C:10]([CH:11]([C:13]3[C:18]([Cl:19])=[CH:17][CH:16]=[C:15]([F:20])[C:14]=3[Cl:21])[CH3:12])=[CH:9][NH:8][C:5]2=[N:6][CH:7]=1.ClC1C=CC=C(Cl)C=1C(C1C2C(=NC=C([C:41]3[CH:42]=[N:43][N:44]([CH:46]4[CH2:51][CH2:50][NH:49][CH2:48][CH2:47]4)[CH:45]=3)C=2)NC=1)C, predict the reaction product. The product is: [Cl:21][C:14]1[C:15]([F:20])=[CH:16][CH:17]=[C:18]([Cl:19])[C:13]=1[CH:11]([C:10]1[C:4]2[C:5](=[N:6][CH:7]=[C:2]([C:41]3[CH:42]=[N:43][N:44]([CH:46]4[CH2:51][CH2:50][NH:49][CH2:48][CH2:47]4)[CH:45]=3)[CH:3]=2)[NH:8][CH:9]=1)[CH3:12]. (3) Given the reactants [Cl:1][C:2]1[N:7]=[CH:6][C:5]([C:8]2[C:17]3[C:12](=[CH:13][CH:14]=[CH:15][CH:16]=3)[C:11](=[O:18])[NH:10][N:9]=2)=[CH:4][CH:3]=1.CC([O-])(C)C.[K+].C1(P(O[NH2:40])(C2C=CC=CC=2)=O)C=CC=CC=1.CN(C=O)C, predict the reaction product. The product is: [NH2:40][N:10]1[N:9]=[C:8]([C:5]2[CH:6]=[N:7][C:2]([Cl:1])=[CH:3][CH:4]=2)[C:17]2[C:12](=[CH:13][CH:14]=[CH:15][CH:16]=2)[C:11]1=[O:18]. (4) Given the reactants [CH2:1]([O:8][N:9]1[C:18]2[C:13](=[CH:14][CH:15]=[CH:16][CH:17]=2)[C:12]([OH:19])=[C:11]([C:20](OCC)=[O:21])[C:10]1=[O:25])[C:2]1[CH:7]=[CH:6][CH:5]=[CH:4][CH:3]=1.Cl.[NH2:27][CH2:28][C:29]([O:31][CH2:32][CH3:33])=[O:30].CCN(C(C)C)C(C)C, predict the reaction product. The product is: [CH2:1]([O:8][N:9]1[C:18]2[C:13](=[CH:14][CH:15]=[CH:16][CH:17]=2)[C:12]([OH:19])=[C:11]([C:20]([NH:27][CH2:28][C:29]([O:31][CH2:32][CH3:33])=[O:30])=[O:21])[C:10]1=[O:25])[C:2]1[CH:3]=[CH:4][CH:5]=[CH:6][CH:7]=1. (5) Given the reactants N1C(C)=CC(C)=CC=1C.[CH3:10][N:11]1[CH:15]=[CH:14][C:13]([NH:16][C:17]([C:19]2[CH:29]=[C:28]([O:30][C:31]3[CH:36]=[CH:35][C:34]([S:37]([CH3:40])(=[O:39])=[O:38])=[CH:33][CH:32]=3)[C:22]3[CH2:23][CH:24]([CH2:26]O)[O:25][C:21]=3[CH:20]=2)=[O:18])=[N:12]1.CCN(S(F)(F)[F:47])CC, predict the reaction product. The product is: [CH3:10][N:11]1[CH:15]=[CH:14][C:13]([NH:16][C:17]([C:19]2[CH:29]=[C:28]([O:30][C:31]3[CH:36]=[CH:35][C:34]([S:37]([CH3:40])(=[O:39])=[O:38])=[CH:33][CH:32]=3)[C:22]3[CH2:23][CH:24]([CH2:26][F:47])[O:25][C:21]=3[CH:20]=2)=[O:18])=[N:12]1. (6) Given the reactants O=C[C@@H]([C@H]([C@@H]([C@@H](CO)O)O)O)O.C1C=[N+]([C@@H]2O[C@H](COP(OP(OC[C@H]3O[C@@H](N4C5N=CN=C(N)C=5N=C4)[C@H](OP(O)(O)=O)[C@@H]3O)(O)=O)(O)=O)[C@@H](O)[C@H]2O)C=C(C(N)=O)C=1.[OH-].[Na+].[Cl:63][CH2:64][C:65](=[O:72])[CH2:66][C:67]([O:69][CH2:70][CH3:71])=[O:68], predict the reaction product. The product is: [Cl:63][CH2:64][C@@H:65]([OH:72])[CH2:66][C:67]([O:69][CH2:70][CH3:71])=[O:68].